This data is from Peptide-MHC class II binding affinity with 134,281 pairs from IEDB. The task is: Regression. Given a peptide amino acid sequence and an MHC pseudo amino acid sequence, predict their binding affinity value. This is MHC class II binding data. (1) The peptide sequence is GEVEIQFRRVKCKYP. The MHC is HLA-DQA10501-DQB10201 with pseudo-sequence HLA-DQA10501-DQB10201. The binding affinity (normalized) is 0.0970. (2) The peptide sequence is FRSLFGGMSWITQGLLGA. The MHC is DRB1_1101 with pseudo-sequence DRB1_1101. The binding affinity (normalized) is 0.463. (3) The peptide sequence is GLVPKLDAAYSVAYK. The MHC is DRB1_1302 with pseudo-sequence DRB1_1302. The binding affinity (normalized) is 0.686. (4) The peptide sequence is CKYGSLKPNCGNKVV. The MHC is HLA-DPA10201-DPB10501 with pseudo-sequence HLA-DPA10201-DPB10501. The binding affinity (normalized) is 0.0113. (5) The peptide sequence is EKLKKVLEVYEARLS. The MHC is HLA-DQA10301-DQB10302 with pseudo-sequence HLA-DQA10301-DQB10302. The binding affinity (normalized) is 0.207. (6) The peptide sequence is LENDNQLLYNYPGAL. The MHC is HLA-DQA10501-DQB10301 with pseudo-sequence HLA-DQA10501-DQB10301. The binding affinity (normalized) is 0.115. (7) The peptide sequence is AFKVAATAANAKPAN. The MHC is DRB1_1001 with pseudo-sequence DRB1_1001. The binding affinity (normalized) is 0.867. (8) The peptide sequence is IYWTIVKPGDILLIN. The MHC is DRB1_0301 with pseudo-sequence DRB1_0301. The binding affinity (normalized) is 0.329.